Dataset: Reaction yield outcomes from USPTO patents with 853,638 reactions. Task: Predict the reaction yield, written as a fraction of the theoretical maximum amount of product (1.0 means a 100% yield; for example, 0.34 means a 34% yield). The reactants are [Cl:1][C:2]1[CH:24]=[CH:23][C:5]([CH:6]([O:14][C@@H:15]2[CH2:19][CH2:18][N:17]([C:20](Cl)=[O:21])[CH2:16]2)[C:7]2[CH:12]=[CH:11][C:10]([Cl:13])=[CH:9][CH:8]=2)=[CH:4][CH:3]=1.[NH:25]1[CH2:30][CH2:29][CH2:28][CH2:27][CH2:26]1.C(N(CC)CC)C. The catalyst is ClCCl. The product is [N:25]1([C:20]([N:17]2[CH2:18][CH2:19][C@@H:15]([O:14][CH:6]([C:5]3[CH:4]=[CH:3][C:2]([Cl:1])=[CH:24][CH:23]=3)[C:7]3[CH:12]=[CH:11][C:10]([Cl:13])=[CH:9][CH:8]=3)[CH2:16]2)=[O:21])[CH2:30][CH2:29][CH2:28][CH2:27][CH2:26]1. The yield is 0.460.